From a dataset of Full USPTO retrosynthesis dataset with 1.9M reactions from patents (1976-2016). Predict the reactants needed to synthesize the given product. (1) Given the product [NH2:29][C:18]1[CH:19]=[C:20]([CH2:23][CH2:24][C:25]([O:27][CH3:28])=[O:26])[CH:21]=[CH:22][C:17]=1[C:13]1[CH:14]=[CH:15][CH:16]=[C:11]([N:2]([CH3:1])[C:3]([NH:5][CH2:6][CH2:7][CH2:8][CH2:9][CH3:10])=[O:4])[CH:12]=1, predict the reactants needed to synthesize it. The reactants are: [CH3:1][N:2]([C:11]1[CH:12]=[C:13]([C:17]2[CH:22]=[CH:21][C:20](/[CH:23]=[CH:24]/[C:25]([O:27][CH3:28])=[O:26])=[CH:19][C:18]=2[N+:29]([O-])=O)[CH:14]=[CH:15][CH:16]=1)[C:3]([NH:5][CH2:6][CH2:7][CH2:8][CH2:9][CH3:10])=[O:4]. (2) Given the product [CH3:26][C:22]([S:21][C:18]1[S:17][C:16]([NH:15][C:14]([N:13]([C@H:29]2[CH2:34][CH2:33][C@H:32]([CH3:35])[CH2:31][CH2:30]2)[CH2:12][CH2:11][CH2:10][S:45][C:40]2[CH:41]=[CH:42][CH:43]=[CH:44][C:39]=2[O:38][C:37]([F:36])([F:46])[F:47])=[O:28])=[N:20][CH:19]=1)([CH3:27])[C:23]([OH:25])=[O:24], predict the reactants needed to synthesize it. The reactants are: COC1C=CC=CC=1S[CH2:10][CH2:11][CH2:12][N:13]([C@H:29]1[CH2:34][CH2:33][C@H:32]([CH3:35])[CH2:31][CH2:30]1)[C:14](=[O:28])[NH:15][C:16]1[S:17][C:18]([S:21][C:22]([CH3:27])([CH3:26])[C:23]([OH:25])=[O:24])=[CH:19][N:20]=1.[F:36][C:37]([F:47])([F:46])[O:38][C:39]1[CH:44]=[CH:43][CH:42]=[CH:41][C:40]=1[SH:45].C(OC(=O)C(SC1SC(N)=NC=1)(C)C)C. (3) Given the product [N:19]1[CH:20]=[CH:21][CH:22]=[C:17]([C:14]2[CH:15]=[C:16]3[C:8]([C:6]4[N:7]=[C:2]([NH:34][CH2:33][CH2:32][CH2:31][NH2:35])[CH:3]=[CH:4][CH:5]=4)=[N:9][NH:10][C:11]3=[CH:12][N:13]=2)[CH:18]=1, predict the reactants needed to synthesize it. The reactants are: F[C:2]1[N:7]=[C:6]([C:8]2[C:16]3[C:11](=[CH:12][N:13]=[C:14]([C:17]4[CH:18]=[N:19][CH:20]=[CH:21][CH:22]=4)[CH:15]=3)[N:10](COCC[Si](C)(C)C)[N:9]=2)[CH:5]=[CH:4][CH:3]=1.[CH2:31]([NH2:35])[CH2:32][CH2:33][NH2:34]. (4) The reactants are: Cl[C:2]1[N:3]([CH2:28][CH:29]2[CH2:31][CH2:30]2)[C:4]2[C:9]([N:10]=1)=[C:8]([N:11]1[CH2:16][CH2:15][O:14][CH2:13][CH2:12]1)[N:7]=[C:6]([C:17]1[C:18]([C:24]([F:27])([F:26])[F:25])=[N:19][C:20]([NH2:23])=[N:21][CH:22]=1)[N:5]=2.[CH3:32][S:33]([N:36]1[CH2:41][CH2:40][NH:39][CH2:38][CH2:37]1)(=[O:35])=[O:34]. Given the product [CH:29]1([CH2:28][N:3]2[C:2]([N:39]3[CH2:40][CH2:41][N:36]([S:33]([CH3:32])(=[O:35])=[O:34])[CH2:37][CH2:38]3)=[N:10][C:9]3[C:4]2=[N:5][C:6]([C:17]2[C:18]([C:24]([F:26])([F:27])[F:25])=[N:19][C:20]([NH2:23])=[N:21][CH:22]=2)=[N:7][C:8]=3[N:11]2[CH2:16][CH2:15][O:14][CH2:13][CH2:12]2)[CH2:31][CH2:30]1, predict the reactants needed to synthesize it. (5) The reactants are: [CH2:1]([N:8]1[C:13](=[O:14])[CH:12]=[CH:11][C:10]([N:15]2[C:23]3[C:18](=[CH:19][CH:20]=[CH:21][CH:22]=3)[CH2:17][C@H:16]2[C:24]([OH:26])=O)=[N:9]1)[C:2]1[CH:7]=[CH:6][CH:5]=[CH:4][CH:3]=1.[CH3:27][C@H:28]1[CH2:33][CH2:32][CH2:31][NH:30][CH2:29]1.Cl.C(N=C=NCCCN(C)C)C. Given the product [CH2:1]([N:8]1[C:13](=[O:14])[CH:12]=[CH:11][C:10]([N:15]2[C:23]3[C:18](=[CH:19][CH:20]=[CH:21][CH:22]=3)[CH2:17][C@H:16]2[C:24]([N:30]2[CH2:31][CH2:32][CH2:33][C@H:28]([CH3:27])[CH2:29]2)=[O:26])=[N:9]1)[C:2]1[CH:7]=[CH:6][CH:5]=[CH:4][CH:3]=1, predict the reactants needed to synthesize it. (6) Given the product [CH:23]1([CH2:22][NH:21][C:18]2[N:17]([CH3:26])[C:16](=[O:27])[C:15]([C:12]3[CH:13]=[CH:14][C:9]([OH:8])=[C:10]([F:28])[CH:11]=3)=[CH:20][N:19]=2)[CH2:25][CH2:24]1, predict the reactants needed to synthesize it. The reactants are: C([O:8][C:9]1[CH:14]=[CH:13][C:12]([C:15]2[C:16](=[O:27])[N:17]([CH3:26])[C:18]([NH:21][CH2:22][CH:23]3[CH2:25][CH2:24]3)=[N:19][CH:20]=2)=[CH:11][C:10]=1[F:28])C1C=CC=CC=1. (7) Given the product [C:1]([OH:7])([C:3]([F:6])([F:5])[F:4])=[O:2].[CH3:62][S:63]([CH3:65])=[O:64].[Cl:15][C:16]1[CH:17]=[CH:18][C:19]([N:50]2[CH:54]=[CH:53][N:52]=[N:51]2)=[C:20]([C:22]2[N:23]=[CH:24][N:25]([C@@H:29]3[C:45]4[CH:46]=[C:41]([CH:42]=[CH:43][N:44]=4)[C:40]4[N:39]([CH3:47])[N:38]=[CH:37][C:36]=4[NH:35][C:34](=[O:48])[C@H:33]([CH3:49])[CH2:32][CH2:31][CH2:30]3)[C:26](=[O:28])[C:10]=2[C:9]([F:14])([F:13])[F:8])[CH:21]=1, predict the reactants needed to synthesize it. The reactants are: [C:1]([OH:7])([C:3]([F:6])([F:5])[F:4])=[O:2].[F:8][C:9]([F:14])([F:13])[C:10](O)=O.[Cl:15][C:16]1[CH:17]=[CH:18][C:19]([N:50]2[CH:54]=[CH:53][N:52]=[N:51]2)=[C:20]([C:22]2[N:23]=[CH:24][N:25]([C@@H:29]3[C:45]4[CH:46]=[C:41]([CH:42]=[CH:43][N:44]=4)[C:40]4[N:39]([CH3:47])[N:38]=[CH:37][C:36]=4[NH:35][C:34](=[O:48])[C@H:33]([CH3:49])[CH2:32][CH2:31][CH2:30]3)[C:26](=[O:28])C=2)[CH:21]=1.C(O)(C(F)(F)F)=O.[CH3:62][S:63]([CH3:65])=[O:64].C(OO)(C)(C)C.